Dataset: Forward reaction prediction with 1.9M reactions from USPTO patents (1976-2016). Task: Predict the product of the given reaction. (1) Given the reactants [CH3:1][O:2][C@H:3]1[C@@H:8]([NH:9][C:10](=[O:19])[O:11][CH2:12][C:13]2[CH:18]=[CH:17][CH:16]=[CH:15][CH:14]=2)[CH2:7][CH2:6][NH:5][CH2:4]1.[N:20]1([C:25](N2C=CN=C2)=[S:26])[CH:24]=[CH:23][N:22]=[CH:21]1.Cl, predict the reaction product. The product is: [N:20]1([C:25]([N:5]2[CH2:6][CH2:7][C@H:8]([NH:9][C:10](=[O:19])[O:11][CH2:12][C:13]3[CH:18]=[CH:17][CH:16]=[CH:15][CH:14]=3)[C@H:3]([O:2][CH3:1])[CH2:4]2)=[S:26])[CH:24]=[CH:23][N:22]=[CH:21]1. (2) Given the reactants C(OC(=O)[NH:7][CH:8]1[CH2:13][CH2:12][N:11]([C:14]2[CH:15]=[C:16]([F:27])[C:17]3[C:21]([NH2:22])=[C:20]([C:23](=[O:25])[NH2:24])[S:19][C:18]=3[CH:26]=2)[CH2:10][CH2:9]1)(C)(C)C.Cl, predict the reaction product. The product is: [NH2:22][C:21]1[C:17]2[C:16]([F:27])=[CH:15][C:14]([N:11]3[CH2:10][CH2:9][CH:8]([NH2:7])[CH2:13][CH2:12]3)=[CH:26][C:18]=2[S:19][C:20]=1[C:23]([NH2:24])=[O:25]. (3) Given the reactants Br[C:2]1[CH:3]=[C:4]2[C:9](=[C:10]([Cl:12])[CH:11]=1)[N:8]([CH3:13])[C:7](=[O:14])[CH2:6][CH2:5]2.[B:15]1([B:15]2[O:19][C:18]([CH3:21])([CH3:20])[C:17]([CH3:23])([CH3:22])[O:16]2)[O:19][C:18]([CH3:21])([CH3:20])[C:17]([CH3:23])([CH3:22])[O:16]1.C([O-])(=O)C.[K+], predict the reaction product. The product is: [Cl:12][C:10]1[CH:11]=[C:2]([B:15]2[O:19][C:18]([CH3:21])([CH3:20])[C:17]([CH3:23])([CH3:22])[O:16]2)[CH:3]=[C:4]2[C:9]=1[N:8]([CH3:13])[C:7](=[O:14])[CH2:6][CH2:5]2. (4) Given the reactants [CH2:1]([N:3]1[C:7]2=[N:8][C:9]([CH2:33][CH3:34])=[C:10]([CH2:19][NH:20][C:21]([C:23]3[CH:24]=[C:25]([CH:29]=[C:30]([CH3:32])[CH:31]=3)[C:26](O)=[O:27])=[O:22])[C:11]([NH:12][CH:13]3[CH2:18][CH2:17][O:16][CH2:15][CH2:14]3)=[C:6]2[CH:5]=[N:4]1)[CH3:2].CN(C(ON1N=NC2C=CC=CC1=2)=[N+](C)C)C.F[P-](F)(F)(F)(F)F.[Br:59][C:60]1[CH:61]=[C:62]([CH2:67][NH2:68])[CH:63]=[CH:64][C:65]=1[Cl:66], predict the reaction product. The product is: [Br:59][C:60]1[CH:61]=[C:62]([CH2:67][NH:68][C:26]([C:25]2[CH:29]=[C:30]([CH3:32])[CH:31]=[C:23]([C:21]([NH:20][CH2:19][C:10]3[C:11]([NH:12][CH:13]4[CH2:18][CH2:17][O:16][CH2:15][CH2:14]4)=[C:6]4[CH:5]=[N:4][N:3]([CH2:1][CH3:2])[C:7]4=[N:8][C:9]=3[CH2:33][CH3:34])=[O:22])[CH:24]=2)=[O:27])[CH:63]=[CH:64][C:65]=1[Cl:66]. (5) Given the reactants [NH2:1][C:2]1[CH:7]=[CH:6][CH:5]=[CH:4][C:3]=1[C:8](=[O:24])[CH2:9][CH2:10][CH:11]1[CH2:16][CH2:15][N:14]([C:17]([O:19][C:20]([CH3:23])([CH3:22])[CH3:21])=[O:18])[CH2:13][CH2:12]1.Br[C:26]1[CH:31]=[CH:30][CH:29]=[CH:28][CH:27]=1.CC(C)([O-])C.[K+], predict the reaction product. The product is: [O:24]=[C:8]([C:3]1[CH:4]=[CH:5][CH:6]=[CH:7][C:2]=1[NH:1][C:26]1[CH:31]=[CH:30][CH:29]=[CH:28][CH:27]=1)[CH2:9][CH2:10][CH:11]1[CH2:12][CH2:13][N:14]([C:17]([O:19][C:20]([CH3:21])([CH3:23])[CH3:22])=[O:18])[CH2:15][CH2:16]1. (6) Given the reactants [CH2:1]([N:8]1[C:13](=[O:14])[CH:12]=[C:11](I)[CH:10]=[N:9]1)[C:2]1[CH:7]=[CH:6][CH:5]=[CH:4][CH:3]=1.[F:16][C:17]1[CH:22]=[CH:21][C:20](B(O)O)=[CH:19][CH:18]=1.C(=O)([O-])[O-].[K+].[K+].C(OCC)(=O)C, predict the reaction product. The product is: [CH2:1]([N:8]1[C:13](=[O:14])[CH:12]=[C:11]([C:20]2[CH:21]=[CH:22][C:17]([F:16])=[CH:18][CH:19]=2)[CH:10]=[N:9]1)[C:2]1[CH:7]=[CH:6][CH:5]=[CH:4][CH:3]=1.